This data is from Peptide-MHC class II binding affinity with 134,281 pairs from IEDB. The task is: Regression. Given a peptide amino acid sequence and an MHC pseudo amino acid sequence, predict their binding affinity value. This is MHC class II binding data. (1) The peptide sequence is SQTTANASCPEGT. The MHC is DRB1_1101 with pseudo-sequence DRB1_1101. The binding affinity (normalized) is 0. (2) The peptide sequence is GRFYIQMCTELKLSDYEG. The binding affinity (normalized) is 0.710. The MHC is DRB1_1501 with pseudo-sequence DRB1_1501. (3) The peptide sequence is KFGVAKKANVYAVKV. The MHC is DRB1_0701 with pseudo-sequence DRB1_0701. The binding affinity (normalized) is 0.751. (4) The peptide sequence is SGSVANEANVYLNSKG. The MHC is H-2-IAb with pseudo-sequence H-2-IAb. The binding affinity (normalized) is 0.524. (5) The MHC is DRB1_1001 with pseudo-sequence DRB1_1001. The peptide sequence is AELMILIATNLLGQN. The binding affinity (normalized) is 0.265. (6) The peptide sequence is DVLFRLENHAETLRA. The MHC is DRB1_0401 with pseudo-sequence DRB1_0401. The binding affinity (normalized) is 0.646. (7) The peptide sequence is ATATATSAVGAPTGA. The MHC is HLA-DPA10301-DPB10402 with pseudo-sequence HLA-DPA10301-DPB10402. The binding affinity (normalized) is 0.0113. (8) The binding affinity (normalized) is 0.627. The MHC is DRB1_1302 with pseudo-sequence DRB1_1302. The peptide sequence is WIELKESWGAVWRID. (9) The peptide sequence is LVPEDPEDSALL. The MHC is DRB1_1302 with pseudo-sequence DRB1_1302. The binding affinity (normalized) is 0. (10) The peptide sequence is KSAFQSSIASGFVGL. The MHC is DRB1_0401 with pseudo-sequence DRB1_0401. The binding affinity (normalized) is 0.769.